From a dataset of Aqueous solubility values for 9,982 compounds from the AqSolDB database. Regression/Classification. Given a drug SMILES string, predict its absorption, distribution, metabolism, or excretion properties. Task type varies by dataset: regression for continuous measurements (e.g., permeability, clearance, half-life) or binary classification for categorical outcomes (e.g., BBB penetration, CYP inhibition). For this dataset (solubility_aqsoldb), we predict Y. The drug is CC1CC(C)C(=O)C(C(O)CC2CC(=O)NC(=O)C2)C1. The Y is -1.13 log mol/L.